Dataset: Full USPTO retrosynthesis dataset with 1.9M reactions from patents (1976-2016). Task: Predict the reactants needed to synthesize the given product. (1) Given the product [CH:28]1([CH2:31][NH:32][C:25]([C:21]2[CH:22]=[N:23][CH:24]=[C:19]([C:17]3[C:16]4[CH2:15][CH2:14][CH2:13][CH2:12][C:11]=4[N:10]=[C:9]([O:8][CH2:7][C:2]4[CH:3]=[CH:4][CH:5]=[CH:6][N:1]=4)[CH:18]=3)[CH:20]=2)=[O:26])[CH2:30][CH2:29]1, predict the reactants needed to synthesize it. The reactants are: [N:1]1[CH:6]=[CH:5][CH:4]=[CH:3][C:2]=1[CH2:7][O:8][C:9]1[CH:18]=[C:17]([C:19]2[CH:20]=[C:21]([C:25](O)=[O:26])[CH:22]=[N:23][CH:24]=2)[C:16]2[CH2:15][CH2:14][CH2:13][CH2:12][C:11]=2[N:10]=1.[CH:28]1([CH2:31][NH2:32])[CH2:30][CH2:29]1.CN(C(ON1N=NC2C=CC=NC1=2)=[N+](C)C)C.F[P-](F)(F)(F)(F)F.CCN(C(C)C)C(C)C. (2) Given the product [F:39][C:28]1[C:29]([NH:30][C:31]2[CH:36]=[CH:35][C:34]([I:37])=[CH:33][C:32]=2[F:38])=[C:4]([C:5]([O:6][C:7]2[CH:25]=[CH:24][CH:23]=[C:9]([CH2:10][NH:11][S:12](=[O:14])(=[O:13])[NH2:15])[CH:8]=2)=[CH:26][C:27]=1[F:40])[C:1]([NH2:2])=[O:3], predict the reactants needed to synthesize it. The reactants are: [C:1]([C:4]1[C:29]([NH:30][C:31]2[CH:36]=[CH:35][C:34]([I:37])=[CH:33][C:32]=2[F:38])=[C:28]([F:39])[C:27]([F:40])=[CH:26][C:5]=1[O:6][C:7]1[CH:8]=[C:9]([CH:23]=[CH:24][CH:25]=1)[CH2:10][NH:11][S:12]([NH:15]C(=O)OC(C)(C)C)(=[O:14])=[O:13])(=[O:3])[NH2:2].FC(F)(F)C(O)=O. (3) Given the product [F:12][CH2:13][CH:14]([N:1]1[C:11]2[C:6](=[CH:7][CH:8]=[CH:9][CH:10]=2)[C:4](=[O:5])[C:2]1=[O:3])[CH3:15], predict the reactants needed to synthesize it. The reactants are: [NH:1]1[C:11]2[C:6](=[CH:7][CH:8]=[CH:9][CH:10]=2)[C:4](=[O:5])[C:2]1=[O:3].[F:12][CH2:13][CH:14](OS(C1C=CC(C)=CC=1)(=O)=O)[CH3:15].C(=O)([O-])[O-].[K+].[K+]. (4) Given the product [CH3:1][O:2][C:3]1[CH:8]=[CH:7][CH:6]=[CH:5][C:4]=1[C:9]1[N:10]=[CH:11][N:12]([CH3:16])[C:13]=1[C:14]([OH:18])=[O:15], predict the reactants needed to synthesize it. The reactants are: [CH3:1][O:2][C:3]1[CH:8]=[CH:7][CH:6]=[CH:5][C:4]=1[C:9]1[N:10]=[CH:11][N:12]([CH3:16])[C:13]=1[CH:14]=[O:15].C(=O)([O-])[O-:18].[K+].[K+].[K].[O-][Mn](=O)(=O)=O.[K+]. (5) Given the product [OH:1][CH2:2][C@H:3]1[CH2:7][CH2:6][CH2:5][N:4]1[CH:8]1[CH2:13][CH2:12][N:11]([C:14]([C:16]2[N:17]([CH3:33])[C:18]([C:22]3[CH:27]=[CH:26][CH:25]=[C:24]([O:28][C:29]([F:32])([F:31])[F:30])[CH:23]=3)=[N:19][C:20]=2[C:37]2[CH:38]=[CH:39][N:34]=[CH:35][CH:36]=2)=[O:15])[CH2:10][CH2:9]1, predict the reactants needed to synthesize it. The reactants are: [OH:1][CH2:2][C@H:3]1[CH2:7][CH2:6][CH2:5][N:4]1[CH:8]1[CH2:13][CH2:12][N:11]([C:14]([C:16]2[N:17]([CH3:33])[C:18]([C:22]3[CH:27]=[CH:26][CH:25]=[C:24]([O:28][C:29]([F:32])([F:31])[F:30])[CH:23]=3)=[N:19][C:20]=2I)=[O:15])[CH2:10][CH2:9]1.[N:34]1[CH:39]=[CH:38][C:37](B(O)O)=[CH:36][CH:35]=1.